Task: Regression/Classification. Given a drug SMILES string, predict its toxicity properties. Task type varies by dataset: regression for continuous values (e.g., LD50, hERG inhibition percentage) or binary classification for toxic/non-toxic outcomes (e.g., AMES mutagenicity, cardiotoxicity, hepatotoxicity). Dataset: clintox.. Dataset: Clinical trial toxicity outcomes and FDA approval status for drugs (1) The molecule is C=CCC1(CC(C)C)C(=O)NC(=O)NC1=O. The result is 0 (passed clinical trial). (2) The drug is CC(C)[C@H]([NH3+])C(=O)OCC(CO)OCn1cnc2c(=O)nc(N)[nH]c21. The result is 0 (passed clinical trial). (3) The compound is C[NH+]1CCN(C2=[NH+]c3cc(Cl)ccc3Nc3ccccc32)CC1. The result is 0 (passed clinical trial). (4) The drug is CO/N=C(\C(=O)N[C@@H]1C(=O)N2C(C(=O)[O-])=C(CSc3nc(=O)c(=O)[nH]n3C)CS[C@H]12)c1csc(N)n1. The result is 0 (passed clinical trial). (5) The drug is [NH3+]CC(=O)[O-]. The result is 0 (passed clinical trial).